From a dataset of Forward reaction prediction with 1.9M reactions from USPTO patents (1976-2016). Predict the product of the given reaction. (1) Given the reactants [Cl:1][C:2]1[CH:7]=[C:6]([C:8]#[C:9][C:10]2[N:11]=[C:12]([CH3:23])[N:13]([C:16]3[CH:21]=[CH:20][NH:19][C:18](=[O:22])[CH:17]=3)[C:14]=2[CH3:15])[CH:5]=[CH:4][N:3]=1.I[CH2:25][CH2:26][OH:27], predict the reaction product. The product is: [Cl:1][C:2]1[CH:7]=[C:6]([C:8]#[C:9][C:10]2[N:11]=[C:12]([CH3:23])[N:13]([C:16]3[CH:21]=[CH:20][N:19]([CH2:25][CH2:26][OH:27])[C:18](=[O:22])[CH:17]=3)[C:14]=2[CH3:15])[CH:5]=[CH:4][N:3]=1. (2) Given the reactants BrBr.[Cl:3][CH2:4][CH2:5][CH2:6][C:7]([C:9]1[CH:14]=[CH:13][C:12]([F:15])=[CH:11][CH:10]=1)=[O:8].C1OCCOCCOCCOCCOCCOC1.[F-:34].[K+], predict the reaction product. The product is: [Cl:3][CH2:4][CH2:5][CH:6]([F:34])[C:7]([C:9]1[CH:10]=[CH:11][C:12]([F:15])=[CH:13][CH:14]=1)=[O:8]. (3) The product is: [CH2:1]([N:8]1[C:9](=[O:10])[C:11]2[CH:15]=[CH:14][S:13][C:12]=2[N:16]=[C:17]1[CH2:18][CH:19]([CH3:21])[CH3:20])[C:2]1[CH:7]=[CH:6][CH:5]=[CH:4][CH:3]=1. Given the reactants [CH2:1]([NH:8][C:9]([C:11]1[CH:15]=[CH:14][S:13][C:12]=1[NH:16][C:17](=O)[CH2:18][CH:19]([CH3:21])[CH3:20])=[O:10])[C:2]1[CH:7]=[CH:6][CH:5]=[CH:4][CH:3]=1.[OH-].[Na+], predict the reaction product. (4) Given the reactants [CH3:1][O:2][N:3]=[CH:4]/[C:5](/[CH3:15])=[CH:6]/[C@@H:7]1[C@@H:9]([C:10]([OH:12])=[O:11])[C:8]1([CH3:14])[CH3:13].[O:16]1[CH2:20][CH2:19]CC1.Cl.[CH2:22]([N:24]=[C:25]=[N:26][CH2:27][CH2:28][CH2:29]N(C)C)C.[Cl-].[Na+].[OH2:35], predict the reaction product. The product is: [CH3:1][O:2][N:3]=[CH:4]/[C:5](/[CH3:15])=[CH:6]/[C@@H:7]1[C@@H:9]([C:10]([O:12][CH2:22][N:24]2[C:20](=[O:16])[CH2:19][N:26]([CH2:27][C:28]#[CH:29])[C:25]2=[O:35])=[O:11])[C:8]1([CH3:14])[CH3:13].